Dataset: Full USPTO retrosynthesis dataset with 1.9M reactions from patents (1976-2016). Task: Predict the reactants needed to synthesize the given product. (1) Given the product [OH:37][C:35]([C:34]([F:39])([F:38])[F:33])=[O:36].[NH2:7][CH2:8][CH2:9][CH2:10][N:11]1[CH2:18][CH:17]2[O:19][CH:13]([CH2:14][N:15]([CH2:20][CH2:21][O:22][C:23]3[CH:28]=[CH:27][C:26]([C:29]#[N:30])=[CH:25][C:24]=3[F:31])[CH2:16]2)[CH2:12]1, predict the reactants needed to synthesize it. The reactants are: C(OC(=O)[NH:7][CH2:8][CH2:9][CH2:10][N:11]1[CH2:18][CH:17]2[O:19][CH:13]([CH2:14][N:15]([CH2:20][CH2:21][O:22][C:23]3[CH:28]=[CH:27][C:26]([C:29]#[N:30])=[CH:25][C:24]=3[F:31])[CH2:16]2)[CH2:12]1)(C)(C)C.[F:33][C:34]([F:39])([F:38])[C:35]([OH:37])=[O:36]. (2) Given the product [C:44]([O:48][C:49](=[O:57])[C:50]1[CH:55]=[CH:54][CH:53]=[C:52]([NH:56][C:5]2[CH:6]=[CH:7][CH:2]=[CH:3][N:4]=2)[CH:51]=1)([CH3:47])([CH3:45])[CH3:46], predict the reactants needed to synthesize it. The reactants are: Br[C:2]1[CH:3]=[N:4][CH:5]=[CH:6][CH:7]=1.C(O[Na])(C)(C)C.[Cl-].C(C1C=CC=C(C(C)C)C=1[N+]1CCN(C2C(C(C)C)=CC=CC=2C(C)C)C=1)(C)C.[C:44]([O:48][C:49](=[O:57])[C:50]1[CH:55]=[CH:54][CH:53]=[C:52]([NH2:56])[CH:51]=1)([CH3:47])([CH3:46])[CH3:45]. (3) Given the product [OH:8][C:9]1[CH:14]=[C:13]([O:15][CH3:16])[CH:12]=[CH:11][C:10]=1[C:17]([C:19]1[CH:20]=[N:21][C:22]([O:25][CH2:26][C:27]2[N:28]=[C:29]([C:33]3[CH:38]=[CH:37][CH:36]=[CH:35][CH:34]=3)[O:30][C:31]=2[CH3:32])=[CH:23][CH:24]=1)=[O:18], predict the reactants needed to synthesize it. The reactants are: C([O:8][C:9]1[CH:14]=[C:13]([O:15][CH3:16])[CH:12]=[CH:11][C:10]=1[C:17]([C:19]1[CH:20]=[N:21][C:22]([O:25][CH2:26][C:27]2[N:28]=[C:29]([C:33]3[CH:38]=[CH:37][CH:36]=[CH:35][CH:34]=3)[O:30][C:31]=2[CH3:32])=[CH:23][CH:24]=1)=[O:18])C1C=CC=CC=1. (4) Given the product [C:9]([O:8][C:6]([NH:13][CH2:14][CH2:15][O:16][CH2:2][C:3]([OH:5])=[O:4])=[O:7])([CH3:12])([CH3:11])[CH3:10], predict the reactants needed to synthesize it. The reactants are: Br[CH2:2][C:3]([OH:5])=[O:4].[C:6]([NH:13][CH2:14][CH2:15][OH:16])([O:8][C:9]([CH3:12])([CH3:11])[CH3:10])=[O:7].[H-].[Na+]. (5) Given the product [CH2:1]([O:8][C:9]1[CH:14]=[CH:13][C:12]([C:15]2[CH:16]=[C:17]([Cl:28])[N:18]=[N:19][C:20]=2[CH2:21][CH2:22][CH2:23][CH3:24])=[CH:11][CH:10]=1)[C:2]1[CH:7]=[CH:6][CH:5]=[CH:4][CH:3]=1, predict the reactants needed to synthesize it. The reactants are: [CH2:1]([O:8][C:9]1[CH:14]=[CH:13][C:12]([C:15]2[C:20]([CH2:21][CH2:22][CH2:23][CH3:24])=[N:19][NH:18][C:17](=O)[CH:16]=2)=[CH:11][CH:10]=1)[C:2]1[CH:7]=[CH:6][CH:5]=[CH:4][CH:3]=1.O=P(Cl)(Cl)[Cl:28]. (6) Given the product [Br:26][CH:13]([C:10]1[S:11][CH:12]=[C:8]([C:5]2[CH:4]=[CH:3][C:2]([Cl:1])=[CH:7][CH:6]=2)[N:9]=1)[C:14]([O:16][CH2:17][CH3:18])=[O:15], predict the reactants needed to synthesize it. The reactants are: [Cl:1][C:2]1[CH:7]=[CH:6][C:5]([C:8]2[N:9]=[C:10]([CH2:13][C:14]([O:16][CH2:17][CH3:18])=[O:15])[S:11][CH:12]=2)=[CH:4][CH:3]=1.C1C(=O)N([Br:26])C(=O)C1.CC(N=NC(C#N)(C)C)(C#N)C.